Dataset: Catalyst prediction with 721,799 reactions and 888 catalyst types from USPTO. Task: Predict which catalyst facilitates the given reaction. (1) Reactant: [C:1]1([CH2:7][C:8]#[N:9])[CH:6]=[CH:5][CH:4]=[CH:3][CH:2]=1.[CH2:10]([O:12][C:13]([N:15]1[CH2:25][CH2:24][CH:18]([C:19](OCC)=[O:20])[CH2:17][CH2:16]1)=[O:14])[CH3:11].[H-].[Na+]. Product: [CH2:10]([O:12][C:13]([N:15]1[CH2:25][CH2:24][CH:18]([C:19]([CH:7]([C:1]2[CH:6]=[CH:5][CH:4]=[CH:3][CH:2]=2)[C:8]#[N:9])=[O:20])[CH2:17][CH2:16]1)=[O:14])[CH3:11]. The catalyst class is: 11. (2) Reactant: [C:1]1([S:7][C:8]2[CH:13]=[CH:12][CH:11]=[CH:10][CH:9]=2)[CH:6]=[CH:5][CH:4]=[CH:3][CH:2]=1.N1C(=O)NC(=O)NC1=[O:16].Cl[O-].[Na+].S([O-])([O-])=O.[Na+].[Na+].[OH2:32]. Product: [C:8]1([S:7]([C:1]2[CH:2]=[CH:3][CH:4]=[CH:5][CH:6]=2)(=[O:16])=[O:32])[CH:9]=[CH:10][CH:11]=[CH:12][CH:13]=1. The catalyst class is: 11. (3) Reactant: C[O:2][C:3]([C:5]1([NH:14][C:15](=[O:26])[C:16]2[CH:21]=[C:20]([F:22])[C:19]([O:23][CH3:24])=[C:18](Br)[CH:17]=2)[CH2:13][C:12]2[C:7](=[CH:8][CH:9]=[CH:10][CH:11]=2)[CH2:6]1)=[O:4].[CH2:27]([S:29]([C:32]1[CH:33]=[C:34](B(O)O)[CH:35]=[CH:36][CH:37]=1)(=[O:31])=[O:30])[CH3:28].COCCOC.[F-].[Cs+]. Product: [CH2:27]([S:29]([C:32]1[CH:37]=[C:36]([C:18]2[C:19]([O:23][CH3:24])=[C:20]([F:22])[CH:21]=[C:16]([C:15]([NH:14][C:5]3([C:3]([OH:2])=[O:4])[CH2:13][C:12]4[C:7](=[CH:8][CH:9]=[CH:10][CH:11]=4)[CH2:6]3)=[O:26])[CH:17]=2)[CH:35]=[CH:34][CH:33]=1)(=[O:30])=[O:31])[CH3:28]. The catalyst class is: 128. (4) Reactant: [NH2:1][CH:2]([C:6]1[CH:11]=[CH:10][C:9]([CH2:12][O:13][CH3:14])=[CH:8][CH:7]=1)[C:3]([NH2:5])=[O:4].[C:15]1(=O)[CH2:20][CH2:19][CH2:18][CH2:17][CH2:16]1. Product: [CH3:14][O:13][CH2:12][C:9]1[CH:10]=[CH:11][C:6]([CH:2]2[NH:1][C:15]3([CH2:20][CH2:19][CH2:18][CH2:17][CH2:16]3)[NH:5][C:3]2=[O:4])=[CH:7][CH:8]=1. The catalyst class is: 8. (5) Reactant: [O:1]=[O+][O-].[Cl:4][C:5]1[CH:10]=[CH:9][CH:8]=[CH:7][C:6]=1[C:11]1([C:22]([O:24][CH3:25])=[O:23])[CH2:13][CH:12]1/[CH:14]=C/C1C=CC=CC=1.C1C=CC(P(C2C=CC=CC=2)C2C=CC=CC=2)=CC=1. Product: [Cl:4][C:5]1[CH:10]=[CH:9][CH:8]=[CH:7][C:6]=1[C:11]1([C:22]([O:24][CH3:25])=[O:23])[CH2:13][CH:12]1[CH:14]=[O:1]. The catalyst class is: 2.